The task is: Binary Classification. Given a miRNA mature sequence and a target amino acid sequence, predict their likelihood of interaction.. This data is from Experimentally validated miRNA-target interactions with 360,000+ pairs, plus equal number of negative samples. The miRNA is hsa-miR-4492 with sequence GGGGCUGGGCGCGCGCC. Result: 1 (interaction). The protein sequence of the target gene is MGQLCWLPLLAPLLLLRPPGVQSAGPIRAFVVPHSHMDVGWVYTVQESMRAYAANVYTSVVEELARGQQRRFIAVEQEFFRLWWDGVASDQQKYQVRQLLEEGRLEFVIGGQVMHDEAVTHLDDQILQLTEGHGFLYETFGIRPQFSWHVDPFGASATTPTLFALAGFNAHLGSRIDYDLKAAMQEARGLQFVWRGSPSLSERQEIFTHIMDQYSYCTPSHIPFSNRSGFYWNGVAVFPKPPQDGVYPNMSEPVTPANINLYAEALVANVKQRAAWFRTPHVLWPWGCDKQFFNASVQFA....